From a dataset of Reaction yield outcomes from USPTO patents with 853,638 reactions. Predict the reaction yield, written as a fraction of the theoretical maximum amount of product (1.0 means a 100% yield; for example, 0.34 means a 34% yield). (1) The reactants are [Br:1][C:2]1[CH:9]=[C:8]([N:10]2[C:14]3=[N:15][CH:16]=[CH:17][C:18](Cl)=[C:13]3[C:12]([CH:20]([CH3:22])[CH3:21])=[N:11]2)[CH:7]=[CH:6][C:3]=1[C:4]#[N:5].C(=O)([O-])[O-].[K+].[K+].[NH:29]1[CH:33]=[CH:32][N:31]=[CH:30]1. The catalyst is CN(C=O)C.C(Cl)(Cl)Cl.[Cu]=O. The product is [N:29]1([C:18]2[CH:17]=[CH:16][N:15]=[C:14]3[N:10]([C:8]4[CH:7]=[CH:6][C:3]([C:4]#[N:5])=[C:2]([Br:1])[CH:9]=4)[N:11]=[C:12]([CH:20]([CH3:22])[CH3:21])[C:13]=23)[CH:33]=[CH:32][N:31]=[CH:30]1. The yield is 0.810. (2) The reactants are [F:1][C:2]1[CH:7]=[CH:6][CH:5]=[CH:4][C:3]=1[C@:8]12[CH2:16][O:15][C@H:14]([C:17]([F:20])([F:19])[F:18])[C@H:13]1[CH2:12][S:11][C:10]([NH:21]C(=O)C1C=CC=CC=1)=[N:9]2.C([O-])([O-])=O.[K+].[K+]. The catalyst is CO. The product is [F:1][C:2]1[CH:7]=[CH:6][CH:5]=[CH:4][C:3]=1[C@:8]12[CH2:16][O:15][C@H:14]([C:17]([F:18])([F:19])[F:20])[C@H:13]1[CH2:12][S:11][C:10]([NH2:21])=[N:9]2. The yield is 0.916. (3) The reactants are [CH3:1][C:2]([CH3:25])([CH3:24])[CH2:3][N:4]([CH3:23])[C:5]1[N:10]=[CH:9][N:8]=[C:7]([NH:11][C:12]2[CH:13]=[C:14]([CH:19]=[CH:20][C:21]=2[CH3:22])[C:15]([NH:17][CH3:18])=[O:16])[CH:6]=1.C(=O)(O)[O-].[Na+].[Br:31]Br. The catalyst is C(Cl)Cl.O. The product is [Br:31][C:6]1[C:7]([NH:11][C:12]2[CH:13]=[C:14]([CH:19]=[CH:20][C:21]=2[CH3:22])[C:15]([NH:17][CH3:18])=[O:16])=[N:8][CH:9]=[N:10][C:5]=1[N:4]([CH2:3][C:2]([CH3:25])([CH3:24])[CH3:1])[CH3:23]. The yield is 0.440. (4) The reactants are [Cl:1][C:2]1[CH:18]=[CH:17][C:5]([CH2:6][C:7]2[O:11][N:10]=[C:9]([C:12]([O:14]CC)=O)[N:8]=2)=[CH:4][C:3]=1[F:19].Cl.[Cl:21][C:22]1[CH:23]=[C:24]2[C:28](=[CH:29][CH:30]=1)[NH:27][CH:26]=[C:25]2[CH2:31][CH2:32][NH2:33].CN(C(ON1N=NC2C=CC=NC1=2)=[N+](C)C)C.F[P-](F)(F)(F)(F)F.C(N(CC)C(C)C)(C)C. The catalyst is CO.[OH-].[Na+].O.CN(C=O)C. The product is [Cl:21][C:22]1[CH:23]=[C:24]2[C:28](=[CH:29][CH:30]=1)[NH:27][CH:26]=[C:25]2[CH2:31][CH2:32][NH:33][C:12]([C:9]1[N:8]=[C:7]([CH2:6][C:5]2[CH:17]=[CH:18][C:2]([Cl:1])=[C:3]([F:19])[CH:4]=2)[O:11][N:10]=1)=[O:14]. The yield is 0.280. (5) The reactants are [F:1][C:2]1[C:3]([F:12])=[CH:4][C:5]2[S:9][C:8]([NH2:10])=[N:7][C:6]=2[CH:11]=1.[F:13][C:14]1[CH:15]=[C:16]([CH:20]=[CH:21][C:22]=1[CH3:23])[C:17](Cl)=[O:18].Br[CH:25]([CH2:30][CH3:31])[C:26]([O:28]C)=[O:27].COC1C=CC2N=C(N)SC=2C=1.ClC1C=C(C=CC=1)C(Cl)=O.BrCC(OCC)=O. No catalyst specified. The product is [F:1][C:2]1[C:3]([F:12])=[CH:4][C:5]2[S:9][C:8](=[N:10][C:17](=[O:18])[C:16]3[CH:20]=[CH:21][C:22]([CH3:23])=[C:14]([F:13])[CH:15]=3)[N:7]([CH:25]([CH2:30][CH3:31])[C:26]([OH:28])=[O:27])[C:6]=2[CH:11]=1. The yield is 0.150. (6) The yield is 0.790. The reactants are [O:1]1[CH2:6][CH2:5][NH:4][C@@H:3]2[C:7]3[CH:8]=[CH:9][CH:10]=[CH:11][C:12]=3[CH2:13][C@H:2]12.Br[C:15]1[CH:16]=[CH:17][C:18]2[O:19][CH2:20][C:21](=[O:25])[NH:22][C:23]=2[N:24]=1. The product is [O:1]1[CH2:6][CH2:5][N:4]([C:15]2[CH:16]=[CH:17][C:18]3[O:19][CH2:20][C:21](=[O:25])[NH:22][C:23]=3[N:24]=2)[C@@H:3]2[C:7]3[CH:8]=[CH:9][CH:10]=[CH:11][C:12]=3[CH2:13][C@H:2]12. No catalyst specified. (7) The reactants are [C:1]([NH:5][C:6]([C:8]1[CH:9]=[N:10][N:11]2[CH:16]=[CH:15][C:14]([N:17]3[CH2:21][CH2:20][CH2:19][C@@H:18]3[C:22]3[C:23]([O:29]C)=[N:24][CH:25]=[C:26]([F:28])[CH:27]=3)=[N:13][C:12]=12)=[O:7])([CH3:4])([CH3:3])[CH3:2].Cl. The catalyst is O1CCOCC1. The product is [C:1]([NH:5][C:6]([C:8]1[CH:9]=[N:10][N:11]2[CH:16]=[CH:15][C:14]([N:17]3[CH2:21][CH2:20][CH2:19][C@@H:18]3[C:22]3[C:23](=[O:29])[NH:24][CH:25]=[C:26]([F:28])[CH:27]=3)=[N:13][C:12]=12)=[O:7])([CH3:4])([CH3:2])[CH3:3]. The yield is 0.850. (8) The reactants are [CH3:1][N:2]([CH3:29])[CH2:3][CH2:4][CH:5]([O:22][C:23]1[CH:28]=[CH:27][CH:26]=[CH:25][CH:24]=1)[C:6]1[CH:11]=[CH:10][C:9]([C:12]#[C:13][CH2:14][CH2:15][N:16]2[CH2:21][CH2:20][CH2:19][CH2:18][CH2:17]2)=[CH:8][CH:7]=1. The catalyst is CO.CCO.[Pd]. The product is [CH3:29][N:2]([CH3:1])[CH2:3][CH2:4][CH:5]([O:22][C:23]1[CH:24]=[CH:25][CH:26]=[CH:27][CH:28]=1)[C:6]1[CH:11]=[CH:10][C:9]([CH2:12][CH2:13][CH2:14][CH2:15][N:16]2[CH2:21][CH2:20][CH2:19][CH2:18][CH2:17]2)=[CH:8][CH:7]=1. The yield is 0.800. (9) The reactants are ClC[C:3](=O)[C:4]([OH:6])=[O:5].[CH3:8][O:9][C:10]1[CH:11]=[C:12]2[C:16](=[CH:17][CH:18]=1)[NH:15][C:14](=O)[C:13]2=[O:20].[OH-].[K+].S([O-])(O)=O.[Na+].Cl. The catalyst is O.CO.C(#N)C.C(OCC)(=O)C. The product is [OH:20][C:13]1[CH:14]=[N:15][C:16]2[C:12]([C:3]=1[C:4]([OH:6])=[O:5])=[CH:11][C:10]([O:9][CH3:8])=[CH:18][CH:17]=2. The yield is 0.210.